Dataset: Reaction yield outcomes from USPTO patents with 853,638 reactions. Task: Predict the reaction yield, written as a fraction of the theoretical maximum amount of product (1.0 means a 100% yield; for example, 0.34 means a 34% yield). (1) The reactants are Br[C:2]1[C:3]([F:28])=[C:4]([N:8]2[CH:13]=[C:12]([O:14][CH3:15])[C:11](=[O:16])[C:10]([C:17]3[N:21]([C:22]4[CH:27]=[CH:26][CH:25]=[CH:24][CH:23]=4)[N:20]=[CH:19][CH:18]=3)=[N:9]2)[CH:5]=[CH:6][CH:7]=1.[NH:29]1[CH2:34][CH2:33][O:32][CH2:31][CH2:30]1.CC([O-])(C)C.[Na+].CC1(C)C2C(=C(P(C3C=CC=CC=3)C3C=CC=CC=3)C=CC=2)OC2C(P(C3C=CC=CC=3)C3C=CC=CC=3)=CC=CC1=2. The catalyst is O1CCOCC1.C([O-])(O)=O.[Na+].C1C=CC(/C=C/C(/C=C/C2C=CC=CC=2)=O)=CC=1.C1C=CC(/C=C/C(/C=C/C2C=CC=CC=2)=O)=CC=1.C1C=CC(/C=C/C(/C=C/C2C=CC=CC=2)=O)=CC=1.[Pd].[Pd]. The product is [F:28][C:3]1[C:2]([N:29]2[CH2:34][CH2:33][O:32][CH2:31][CH2:30]2)=[CH:7][CH:6]=[CH:5][C:4]=1[N:8]1[CH:13]=[C:12]([O:14][CH3:15])[C:11](=[O:16])[C:10]([C:17]2[N:21]([C:22]3[CH:27]=[CH:26][CH:25]=[CH:24][CH:23]=3)[N:20]=[CH:19][CH:18]=2)=[N:9]1. The yield is 0.590. (2) The reactants are [CH3:1][O:2][C:3]1[CH:15]=[CH:14][C:6]([CH2:7][NH:8][C:9]2[S:10][CH:11]=[CH:12][N:13]=2)=[CH:5][CH:4]=1.C[Si]([N-][Si](C)(C)C)(C)C.[Li+].[Br:26][C:27]1[C:36]2[C:31](=[CH:32][C:33]([S:37](OC3C(F)=C(F)C(F)=C(F)C=3F)(=[O:39])=[O:38])=[CH:34][CH:35]=2)[CH:30]=[N:29][CH:28]=1. The catalyst is C1COCC1. The product is [Br:26][C:27]1[C:36]2[C:31](=[CH:32][C:33]([S:37]([N:8]([CH2:7][C:6]3[CH:5]=[CH:4][C:3]([O:2][CH3:1])=[CH:15][CH:14]=3)[C:9]3[S:10][CH:11]=[CH:12][N:13]=3)(=[O:39])=[O:38])=[CH:34][CH:35]=2)[CH:30]=[N:29][CH:28]=1. The yield is 0.530. (3) The reactants are [NH2:1][C:2](=[O:41])[C@@H:3]([NH:7][C:8]([C:10]1([CH2:32][C:33]2[CH:38]=[CH:37][CH:36]=[C:35]([O:39][CH3:40])[CH:34]=2)[CH2:14][CH2:13][CH2:12][N:11]1[C:15]([C@@H:17]1[CH2:21][CH2:20][CH2:19][N:18]1C(OCC1C=CC=CC=1)=O)=[O:16])=[O:9])[C@H:4]([OH:6])[CH3:5]. The catalyst is CO.[Pd]. The product is [NH2:1][C:2](=[O:41])[C@@H:3]([NH:7][C:8]([C:10]1([CH2:32][C:33]2[CH:38]=[CH:37][CH:36]=[C:35]([O:39][CH3:40])[CH:34]=2)[CH2:14][CH2:13][CH2:12][N:11]1[C:15]([C@@H:17]1[CH2:21][CH2:20][CH2:19][NH:18]1)=[O:16])=[O:9])[C@H:4]([OH:6])[CH3:5]. The yield is 0.870. (4) The catalyst is CO. The product is [F:30][C:2]([F:1])([F:29])[O:3][C:4]1[CH:9]=[CH:8][C:7]([N:10]2[CH:14]=[N:13][C:12]([C:15]3[CH:20]=[CH:19][C:18](/[C:21](/[CH3:28])=[CH:22]/[C:23]([OH:25])=[O:24])=[CH:17][CH:16]=3)=[N:11]2)=[CH:6][CH:5]=1. The reactants are [F:1][C:2]([F:30])([F:29])[O:3][C:4]1[CH:9]=[CH:8][C:7]([N:10]2[CH:14]=[N:13][C:12]([C:15]3[CH:20]=[CH:19][C:18](/[C:21](/[CH3:28])=[CH:22]/[C:23]([O:25]CC)=[O:24])=[CH:17][CH:16]=3)=[N:11]2)=[CH:6][CH:5]=1.[OH-].[Na+].Cl. The yield is 0.950. (5) The reactants are [CH2:1]([OH:4])[CH:2]=[CH2:3].[F:5][C:6]([F:13])([F:12])[C:7](=[CH2:11])[C:8]([Cl:10])=O.[CH2:14]([O:16][SiH:17]([O:21][CH2:22][CH3:23])[O:18][CH2:19][CH3:20])[CH3:15].C([OH:27])(C)C. The catalyst is [H+].[H+].Cl[Pt-2](Cl)(Cl)(Cl)(Cl)Cl. The product is [F:5][C:6]([F:13])([F:12])[CH:7]([CH2:8][Cl:10])[C:11]([O:4][CH2:1][CH2:2][CH2:3][Si:17]([O:21][CH2:22][CH3:23])([O:18][CH2:19][CH3:20])[O:16][CH2:14][CH3:15])=[O:27]. The yield is 0.360. (6) The reactants are [N+:1]([C:4]1[CH:12]=[CH:11][C:10]([N:13]2[CH2:18][CH2:17][CH2:16][CH2:15][CH2:14]2)=[CH:9][C:5]=1[C:6]([OH:8])=O)([O-:3])=[O:2].[C:19]1([C:25]2[N:30]=[CH:29][C:28]([NH2:31])=[CH:27][N:26]=2)[CH:24]=[CH:23][CH:22]=[CH:21][CH:20]=1.Cl.CN(C)CCCN=C=NCC. The catalyst is ClCCl.CN(C)C1C=CN=CC=1.O. The product is [N+:1]([C:4]1[CH:12]=[CH:11][C:10]([N:13]2[CH2:18][CH2:17][CH2:16][CH2:15][CH2:14]2)=[CH:9][C:5]=1[C:6]([NH:31][C:28]1[CH:29]=[N:30][C:25]([C:19]2[CH:24]=[CH:23][CH:22]=[CH:21][CH:20]=2)=[N:26][CH:27]=1)=[O:8])([O-:3])=[O:2]. The yield is 0.110. (7) The reactants are [Cl:1][C:2]1[CH:3]=[CH:4][C:5]([F:34])=[C:6]([C:8]2[N:9]=[C:10]([NH:24][C:25]3[C:30](C(O)=O)=[CH:29][N:28]=[CH:27][CH:26]=3)[C:11]3[CH:17]=[CH:16][C:15](NCCN(C)C)=N[C:12]=3[N:13]=2)[CH:7]=1.C(N1C=CN=C1)(N1C=CN=C1)=O.CN.[CH3:49][N:50]([CH:52]=[O:53])C. No catalyst specified. The product is [Cl:1][C:2]1[CH:3]=[CH:4][C:5]([F:34])=[C:6]([C:8]2[N:9]=[C:10]([NH:24][C:25]3[C:30]([C:52]([NH:50][CH3:49])=[O:53])=[CH:29][N:28]=[CH:27][CH:26]=3)[C:11]3[CH2:17][CH2:16][CH2:15][C:12]=3[N:13]=2)[CH:7]=1. The yield is 0.680. (8) The reactants are [C:1]([O:5][C:6]([N:8]([C:18]1[CH:23]=[CH:22][CH:21]=[CH:20][CH:19]=1)[NH:9][C:10](=[O:17])[CH2:11][O:12][CH2:13][C:14](O)=[O:15])=[O:7])([CH3:4])([CH3:3])[CH3:2].C(N(CC)CC)C.C(Cl)(=O)OCC(C)C.N(CC)(CC)CC.Cl.[BH4-].[Na+]. The catalyst is C1COCC1.O. The product is [OH:15][CH2:14][CH2:13][O:12][CH2:11][C:10]([NH:9][N:8]([C:18]1[CH:19]=[CH:20][CH:21]=[CH:22][CH:23]=1)[C:6]([O:5][C:1]([CH3:3])([CH3:4])[CH3:2])=[O:7])=[O:17]. The yield is 0.850. (9) The reactants are [CH3:1][O:2][C:3]1[CH:4]=[CH:5][C:6]2[N:7]([N:9]=[C:10]([NH2:12])[N:11]=2)[CH:8]=1.[C:13](N1C=CC=CC1=O)(N1C=CC=CC1=O)=[S:14]. The catalyst is ClCCl. The product is [N:12]([C:10]1[N:11]=[C:6]2[CH:5]=[CH:4][C:3]([O:2][CH3:1])=[CH:8][N:7]2[N:9]=1)=[C:13]=[S:14]. The yield is 0.440. (10) The reactants are I[C:2]1[S:6][CH:5]=[C:4]([C:7]([O:9][CH3:10])=[O:8])[C:3]=1[CH3:11].[CH:12]([C@H:14]1[CH2:19][CH2:18][C@H:17]([NH:20][C:21](=[O:27])[O:22][C:23]([CH3:26])([CH3:25])[CH3:24])[CH2:16][CH2:15]1)=[O:13].CCOC(C)=O. The catalyst is C1COCC1. The product is [C:23]([O:22][C:21]([NH:20][C@H:17]1[CH2:16][CH2:15][C@H:14]([CH:12]([OH:13])[C:2]2[S:6][CH:5]=[C:4]([C:7]([O:9][CH3:10])=[O:8])[C:3]=2[CH3:11])[CH2:19][CH2:18]1)=[O:27])([CH3:26])([CH3:25])[CH3:24]. The yield is 0.287.